Dataset: Peptide-MHC class I binding affinity with 185,985 pairs from IEDB/IMGT. Task: Regression. Given a peptide amino acid sequence and an MHC pseudo amino acid sequence, predict their binding affinity value. This is MHC class I binding data. (1) The peptide sequence is ETQHGTVLV. The MHC is HLA-A68:02 with pseudo-sequence HLA-A68:02. The binding affinity (normalized) is 0.914. (2) The peptide sequence is WRWKSQVTI. The MHC is HLA-A03:01 with pseudo-sequence HLA-A03:01. The binding affinity (normalized) is 0.0847. (3) The peptide sequence is RAMKALSSI. The MHC is HLA-B51:01 with pseudo-sequence HLA-B51:01. The binding affinity (normalized) is 0.489. (4) The peptide sequence is MLREGNQAF. The MHC is HLA-B46:01 with pseudo-sequence HLA-B46:01. The binding affinity (normalized) is 0.248. (5) The MHC is Patr-B0101 with pseudo-sequence Patr-B0101. The peptide sequence is NTNMGLKFRQL. The binding affinity (normalized) is 0.0343.